From a dataset of Catalyst prediction with 721,799 reactions and 888 catalyst types from USPTO. Predict which catalyst facilitates the given reaction. (1) Reactant: CS(C)=[O:3].[CH3:5][C@@:6]12[C@@H:14]([C:15]([CH2:17][OH:18])=[O:16])[CH2:13][CH2:12][C@H:11]1[C@@H:10]1[CH2:19][CH2:20][C:21]3[C@@:27]([CH3:28])([C@H:9]1[CH2:8][CH2:7]2)[CH2:26][CH2:25][C:23](=[O:24])[CH:22]=3. Product: [CH3:28][C@@:27]12[C@H:9]3[C@@H:8]([OH:3])[CH2:7][C@:6]4([CH3:5])[C@@H:14]([C:15]([CH2:17][OH:18])=[O:16])[CH2:13][CH2:12][C@H:11]4[C@@H:10]3[CH2:19][CH2:20][C:21]1=[CH:22][C:23](=[O:24])[CH2:25][CH2:26]2. The catalyst class is: 8. (2) Reactant: [C:1]([C@:3]1([CH2:12][C:13]([O-:15])=[O:14])[CH2:9][C@@H:8]2[C@H:4]1[CH:5]=[C:6]([CH2:10][CH3:11])[CH2:7]2)#[N:2].C1([NH3+])CCCCC1. Product: [C:1]([C@:3]1([CH2:12][C:13]([OH:15])=[O:14])[CH2:9][C@@H:8]2[C@H:4]1[CH:5]=[C:6]([CH2:10][CH3:11])[CH2:7]2)#[N:2]. The catalyst class is: 11. (3) Reactant: [CH3:1][O:2][C:3]1[CH:8]=[CH:7][C:6]([CH:9]2[CH2:18][CH2:17][C:12]3(OCC[O:13]3)[CH2:11][CH2:10]2)=[CH:5][CH:4]=1.Cl. Product: [CH3:1][O:2][C:3]1[CH:4]=[CH:5][C:6]([CH:9]2[CH2:18][CH2:17][C:12](=[O:13])[CH2:11][CH2:10]2)=[CH:7][CH:8]=1. The catalyst class is: 49. (4) The catalyst class is: 255. Product: [F:21][CH:20]([F:22])[O:11][C:10]1[C:2]([F:1])=[C:3]([CH:7]=[CH:8][C:9]=1[F:12])[C:4]([NH2:6])=[O:5]. Reactant: [F:1][C:2]1[C:10]([OH:11])=[C:9]([F:12])[CH:8]=[CH:7][C:3]=1[C:4]([NH2:6])=[O:5].C(=O)([O-])[O-].[K+].[K+].Cl[C:20](Cl)([F:22])[F:21].Cl. (5) Reactant: [OH:1][CH2:2][C@@H:3]([NH:5][C:6](=[O:16])[CH2:7][N:8]1[CH:12]=[C:11]([N+:13]([O-])=O)[CH:10]=[N:9]1)[CH3:4]. Product: [NH2:13][C:11]1[CH:10]=[N:9][N:8]([CH2:7][C:6]([NH:5][C@@H:3]([CH3:4])[CH2:2][OH:1])=[O:16])[CH:12]=1. The catalyst class is: 123. (6) Reactant: [F:1][C:2]([F:44])([F:43])[CH2:3][CH2:4][C@@H:5]([C:20](=[O:42])[NH:21][CH:22]1[C:28](=[O:29])[NH:27][C:26]2[CH:30]=[CH:31][C:32]([O:34][CH3:35])=[CH:33][C:25]=2[C:24]([C:36]2[CH:41]=[CH:40][CH:39]=[CH:38][CH:37]=2)=[N:23]1)[C@H:6]([CH2:14][CH2:15][C:16]([F:19])([F:18])[F:17])[C:7]([O:9]C(C)(C)C)=[O:8].FC(F)(F)C(O)=O. Product: [F:44][C:2]([F:1])([F:43])[CH2:3][CH2:4][C@@H:5]([C:20](=[O:42])[NH:21][CH:22]1[C:28](=[O:29])[NH:27][C:26]2[CH:30]=[CH:31][C:32]([O:34][CH3:35])=[CH:33][C:25]=2[C:24]([C:36]2[CH:37]=[CH:38][CH:39]=[CH:40][CH:41]=2)=[N:23]1)[C@H:6]([CH2:14][CH2:15][C:16]([F:19])([F:18])[F:17])[C:7]([OH:9])=[O:8]. The catalyst class is: 2. (7) Reactant: Br[C:2]1[CH:7]=[CH:6][C:5]([N:8]2[CH2:12][CH2:11][CH2:10][C:9]2=[O:13])=[CH:4][CH:3]=1.B1(B2OC(C)(C)C(C)(C)O2)OC(C)(C)C(C)(C)O1.C([O-])(=O)C.[K+].[ClH:37].[N:38]12[CH2:45][CH2:44][CH:41]([CH2:42][CH2:43]1)[C@@H:40]([NH:46][C:47]([C:49]1[O:50][C:51]3[C:57](Br)=[CH:56][CH:55]=[CH:54][C:52]=3[CH:53]=1)=[O:48])[CH2:39]2.C(=O)([O-])[O-].[Na+].[Na+]. Product: [ClH:37].[N:38]12[CH2:43][CH2:42][CH:41]([CH2:44][CH2:45]1)[C@@H:40]([NH:46][C:47]([C:49]1[O:50][C:51]3[C:57]([C:2]4[CH:7]=[CH:6][C:5]([N:8]5[CH2:12][CH2:11][CH2:10][C:9]5=[O:13])=[CH:4][CH:3]=4)=[CH:56][CH:55]=[CH:54][C:52]=3[CH:53]=1)=[O:48])[CH2:39]2. The catalyst class is: 151.